From a dataset of Forward reaction prediction with 1.9M reactions from USPTO patents (1976-2016). Predict the product of the given reaction. Given the reactants [Cl:1][C:2]1[CH:3]=[C:4]([NH:11][C:12]2[N:17]=[CH:16][C:15]([N:18]3[CH2:23][CH2:22][N:21](C(OC(C)(C)C)=O)[CH2:20][CH2:19]3)=[CH:14][CH:13]=2)[C:5]2[N:6]([CH:8]=[CH:9][N:10]=2)[CH:7]=1, predict the reaction product. The product is: [Cl:1][C:2]1[CH:3]=[C:4]([NH:11][C:12]2[CH:13]=[CH:14][C:15]([N:18]3[CH2:23][CH2:22][NH:21][CH2:20][CH2:19]3)=[CH:16][N:17]=2)[C:5]2[N:6]([CH:8]=[CH:9][N:10]=2)[CH:7]=1.